From a dataset of Peptide-MHC class II binding affinity with 134,281 pairs from IEDB. Regression. Given a peptide amino acid sequence and an MHC pseudo amino acid sequence, predict their binding affinity value. This is MHC class II binding data. (1) The peptide sequence is VEYVDVHPVLCSSSP. The MHC is DRB1_0101 with pseudo-sequence DRB1_0101. The binding affinity (normalized) is 0.249. (2) The peptide sequence is HFSNVFRSVMAPFTM. The MHC is DRB1_1302 with pseudo-sequence DRB1_1302. The binding affinity (normalized) is 0.797. (3) The peptide sequence is TSYVKVLHHMVKISG. The MHC is DRB1_0101 with pseudo-sequence DRB1_0101. The binding affinity (normalized) is 0.583.